From a dataset of hERG Central: cardiac toxicity at 1µM, 10µM, and general inhibition. Predict hERG channel inhibition at various concentrations. (1) The molecule is CCC(CC)N1CCN(Cc2nc3ccc([N+](=O)[O-])cc3c(=O)n2-c2ccccc2F)CC1. Results: hERG_inhib (hERG inhibition (general)): blocker. (2) The drug is COc1ccccc1CN1CCC(CNS(=O)(=O)c2cc(-c3onc(C)c3C)ccc2OC)CC1. Results: hERG_inhib (hERG inhibition (general)): blocker. (3) Results: hERG_inhib (hERG inhibition (general)): blocker. The drug is COc1ccc(NC(=S)N(CCCN2CCC(C)CC2)Cc2cccs2)cc1. (4) The compound is CCOc1ccc(NC(=O)C(C)Oc2ccc(C#N)cc2)cc1S(=O)(=O)N1CCCC1. Results: hERG_inhib (hERG inhibition (general)): blocker. (5) The compound is Cc1ccc(CN2CCC(CNC(=O)Nc3ccccc3F)CC2)cc1. Results: hERG_inhib (hERG inhibition (general)): blocker. (6) The compound is OCC1(Cc2ccccc2)CCN(CCCC2CCCC2)CC1. Results: hERG_inhib (hERG inhibition (general)): blocker.